From a dataset of Catalyst prediction with 721,799 reactions and 888 catalyst types from USPTO. Predict which catalyst facilitates the given reaction. (1) The catalyst class is: 4. Reactant: [CH3:1][O:2][CH2:3][CH:4]([C:6]1[CH:11]=[CH:10][C:9]([O:12][C:13]([F:16])([F:15])[F:14])=[CH:8][CH:7]=1)[OH:5].CC(OI1(OC(C)=O)(OC(C)=O)OC(=O)C2C1=CC=CC=2)=O. Product: [CH3:1][O:2][CH2:3][C:4]([C:6]1[CH:7]=[CH:8][C:9]([O:12][C:13]([F:14])([F:15])[F:16])=[CH:10][CH:11]=1)=[O:5]. (2) Reactant: Cl.[NH2:2][CH2:3][C:4]1[CH:11]=[CH:10][C:7]([C:8]#[N:9])=[CH:6][CH:5]=1.C(=O)([O-])[O-].[Na+].[Na+].[C:18](O[C:18]([O:20][C:21]([CH3:24])([CH3:23])[CH3:22])=[O:19])([O:20][C:21]([CH3:24])([CH3:23])[CH3:22])=[O:19].O. Product: [C:8]([C:7]1[CH:10]=[CH:11][C:4]([CH2:3][NH:2][C:18](=[O:19])[O:20][C:21]([CH3:24])([CH3:23])[CH3:22])=[CH:5][CH:6]=1)#[N:9]. The catalyst class is: 4.